Dataset: Reaction yield outcomes from USPTO patents with 853,638 reactions. Task: Predict the reaction yield, written as a fraction of the theoretical maximum amount of product (1.0 means a 100% yield; for example, 0.34 means a 34% yield). (1) The reactants are [NH2:1][CH2:2][CH2:3][C:4]([O:6][CH3:7])=[O:5].[C:8]1(=O)[CH2:12][CH2:11][CH2:10][CH2:9]1.C([O-])(=O)C.[Na+].C(O[BH-](OC(=O)C)OC(=O)C)(=O)C.[Na+].C(=O)(O)[O-].[Na+].[OH-].[Na+]. The catalyst is C(Cl)Cl. The product is [CH:8]1([NH:1][CH2:2][CH2:3][C:4]([O:6][CH3:7])=[O:5])[CH2:12][CH2:11][CH2:10][CH2:9]1. The yield is 0.550. (2) The reactants are [CH3:1]C(C)([O-])C.[K+].[F:7][C:8]1[CH:9]=[C:10]([CH:15]2[CH2:20][C:19](=O)[CH2:18][CH2:17][N:16]2[C:22]([O:24][CH2:25][C:26]2[CH:31]=[CH:30][CH:29]=[CH:28][CH:27]=2)=[O:23])[CH:11]=[CH:12][C:13]=1[F:14]. The catalyst is [Br-].C[P+](C1C=CC=CC=1)(C1C=CC=CC=1)C1C=CC=CC=1.O1CCCC1.CCCCCC. The product is [F:7][C:8]1[CH:9]=[C:10]([CH:15]2[CH2:20][C:19](=[CH2:1])[CH2:18][CH2:17][N:16]2[C:22]([O:24][CH2:25][C:26]2[CH:31]=[CH:30][CH:29]=[CH:28][CH:27]=2)=[O:23])[CH:11]=[CH:12][C:13]=1[F:14]. The yield is 0.790.